This data is from Full USPTO retrosynthesis dataset with 1.9M reactions from patents (1976-2016). The task is: Predict the reactants needed to synthesize the given product. (1) Given the product [Cl:17][C:14]1[N:13]=[CH:12][C:11]2[CH:10]=[N:9][N:8]([C:6]3[N:7]=[C:2]([C:28]4[CH2:29][CH2:30][N:25]([C:23]([O:22][C:18]([CH3:21])([CH3:20])[CH3:19])=[O:24])[CH2:26][CH:27]=4)[CH:3]=[CH:4][CH:5]=3)[C:16]=2[CH:15]=1, predict the reactants needed to synthesize it. The reactants are: Br[C:2]1[N:7]=[C:6]([N:8]2[C:16]3[CH:15]=[C:14]([Cl:17])[N:13]=[CH:12][C:11]=3[CH:10]=[N:9]2)[CH:5]=[CH:4][CH:3]=1.[C:18]([O:22][C:23]([N:25]1[CH2:30][CH:29]=[C:28](B2OC(C)(C)C(C)(C)O2)[CH2:27][CH2:26]1)=[O:24])([CH3:21])([CH3:20])[CH3:19].C([O-])(=O)C.[K+].O. (2) Given the product [O:34]1[CH2:35][CH2:36][N:31]([C:30]2[S:29][N:28]=[CH:27][C:26]=2[NH2:23])[CH2:32][CH2:33]1, predict the reactants needed to synthesize it. The reactants are: [N+](C1C=NSC=1OC1CCN(C(OC(C)(C)C)=O)CC1)([O-])=O.[N+:23]([C:26]1[CH:27]=[N:28][S:29][C:30]=1[N:31]1[CH2:36][CH2:35][O:34][CH2:33][CH2:32]1)([O-])=O. (3) Given the product [Cl:33][C:27]1[CH:28]=[C:29]([N+:30]([O-:32])=[O:31])[C:24]([O:17][CH2:16][C:15]([N:14]2[CH:9]3[CH2:10][CH2:11][CH:12]2[CH2:13][N:7]([CH2:6][C:5]2[CH:4]=[CH:3][C:2]([F:1])=[CH:20][CH:19]=2)[CH2:8]3)=[O:18])=[N:25][CH:26]=1, predict the reactants needed to synthesize it. The reactants are: [F:1][C:2]1[CH:20]=[CH:19][C:5]([CH2:6][N:7]2[CH2:13][CH:12]3[N:14]([C:15](=[O:18])[CH2:16][OH:17])[CH:9]([CH2:10][CH2:11]3)[CH2:8]2)=[CH:4][CH:3]=1.[H-].[Na+].Cl[C:24]1[C:29]([N+:30]([O-:32])=[O:31])=[CH:28][C:27]([Cl:33])=[CH:26][N:25]=1.